Dataset: Peptide-MHC class I binding affinity with 185,985 pairs from IEDB/IMGT. Task: Regression. Given a peptide amino acid sequence and an MHC pseudo amino acid sequence, predict their binding affinity value. This is MHC class I binding data. (1) The peptide sequence is VYERQPCWY. The MHC is HLA-A24:03 with pseudo-sequence HLA-A24:03. The binding affinity (normalized) is 0.0847. (2) The peptide sequence is IVDCLTEMY. The MHC is HLA-A69:01 with pseudo-sequence HLA-A69:01. The binding affinity (normalized) is 0.0847. (3) The peptide sequence is ETMKPAAMV. The MHC is HLA-B44:02 with pseudo-sequence HLA-B44:02. The binding affinity (normalized) is 0.0847. (4) The peptide sequence is SELAKGVAL. The MHC is HLA-B44:03 with pseudo-sequence HLA-B44:03. The binding affinity (normalized) is 0.522. (5) The peptide sequence is NFLKQVYF. The MHC is H-2-Db with pseudo-sequence H-2-Db. The binding affinity (normalized) is 0. (6) The peptide sequence is ELVRKTRFL. The MHC is HLA-B08:01 with pseudo-sequence HLA-B08:01. The binding affinity (normalized) is 0.317.